From a dataset of Reaction yield outcomes from USPTO patents with 853,638 reactions. Predict the reaction yield, written as a fraction of the theoretical maximum amount of product (1.0 means a 100% yield; for example, 0.34 means a 34% yield). (1) The reactants are [N+:1]([C:4]1[C:5]([NH2:14])=[CH:6][C:7]2[CH2:8][CH2:9][CH2:10][CH2:11][C:12]=2[CH:13]=1)([O-])=[O:2].[N:15]#[C:16][NH2:17].[CH]Cl.[OH-].[Na+]. The catalyst is O. The product is [N+:1]1([O-:2])[C:4]2[CH:13]=[C:12]3[C:7](=[CH:6][C:5]=2[N:14]=[C:16]([NH2:17])[N:15]=1)[CH2:8][CH2:9][CH2:10][CH2:11]3. The yield is 0.350. (2) The catalyst is ClCCl.O. The product is [CH3:23][C@:20]12[C@@:19]3([CH3:24])[C@@H:10]([C@:11]4([CH3:37])[C@@H:16]([CH2:17][CH2:18]3)[C:15]([CH3:26])([CH3:25])[C:14]([C:27]3[CH:28]=[CH:29][C:30]([C:31]([O:33][CH3:34])=[O:32])=[CH:35][CH:36]=3)=[CH:13][CH2:12]4)[CH2:9][CH2:8][C@@H:7]1[C@H:6]1[C@H:38]([C:41]([CH3:43])=[CH2:42])[CH2:39][CH2:40][C@:5]1([NH:4][CH2:3][CH2:2][NH:1][S:54]([CH3:53])(=[O:56])=[O:55])[CH2:22][CH2:21]2. The yield is 0.880. The reactants are [NH2:1][CH2:2][CH2:3][NH:4][C@:5]12[CH2:40][CH2:39][C@@H:38]([C:41]([CH3:43])=[CH2:42])[C@@H:6]1[C@@H:7]1[C@@:20]([CH3:23])([CH2:21][CH2:22]2)[C@@:19]2([CH3:24])[C@@H:10]([C@:11]3([CH3:37])[C@@H:16]([CH2:17][CH2:18]2)[C:15]([CH3:26])([CH3:25])[C:14]([C:27]2[CH:36]=[CH:35][C:30]([C:31]([O:33][CH3:34])=[O:32])=[CH:29][CH:28]=2)=[CH:13][CH2:12]3)[CH2:9][CH2:8]1.CCN(C(C)C)C(C)C.[CH3:53][S:54](Cl)(=[O:56])=[O:55]. (3) The reactants are [C:1]([O:4][CH:5]1[C:6]([OH:39])([CH3:38])[CH2:7][CH2:8][CH:9]([OH:37])[CH2:10][C:11]([O:13][CH:14](/[C:19](/[CH3:36])=[CH:20]/[CH:21]=[CH:22]/[C:23]([OH:35])([CH3:34])[CH2:24][CH:25]2[O:33][CH:26]2[CH:27]([CH3:32])[CH:28]([OH:31])[CH2:29][CH3:30])[CH:15]([CH3:18])[CH:16]=[CH:17]1)=[O:12])(=[O:3])[CH3:2].Cl[Si:41]([CH2:46][CH3:47])([CH2:44][CH3:45])[CH2:42][CH3:43]. The catalyst is ClCCl.C(OCC)(=O)C. The product is [C:1]([O:4][CH:5]1[C:6]([OH:39])([CH3:38])[CH2:7][CH2:8][CH:9]([O:37][Si:41]([CH2:46][CH3:47])([CH2:44][CH3:45])[CH2:42][CH3:43])[CH2:10][C:11]([O:13][CH:14](/[C:19](/[CH3:36])=[CH:20]/[CH:21]=[CH:22]/[C:23]([CH3:34])([O:35][Si:41]([CH2:46][CH3:47])([CH2:44][CH3:45])[CH2:42][CH3:43])[CH2:24][CH:25]2[O:33][CH:26]2[CH:27]([CH3:32])[CH:28]([O:31][Si:41]([CH2:46][CH3:47])([CH2:44][CH3:45])[CH2:42][CH3:43])[CH2:29][CH3:30])[CH:15]([CH3:18])[CH:16]=[CH:17]1)=[O:12])(=[O:3])[CH3:2]. The yield is 0.980. (4) The reactants are Br[C:2]1[CH:7]=[N:6][C:5]([C:8]#[C:9][C:10]2[CH:15]=[CH:14][CH:13]=[CH:12][CH:11]=2)=[CH:4][N:3]=1.Cl.[NH2:17][CH2:18][CH2:19][C:20]([CH3:23])([OH:22])[CH3:21].C(N(CC)CC)C. The catalyst is N1C=CC=CC=1. The product is [CH3:21][C:20]([OH:22])([CH2:19][CH2:18][NH:17][C:2]1[CH:7]=[N:6][C:5]([C:8]#[C:9][C:10]2[CH:15]=[CH:14][CH:13]=[CH:12][CH:11]=2)=[CH:4][N:3]=1)[CH3:23]. The yield is 0.510. (5) The reactants are [CH3:1][N:2]([CH3:22])[CH2:3][CH2:4][O:5][C:6]1[CH:11]=[CH:10][C:9]([N+:12]([O-])=O)=[C:8]([O:15][C:16]2[CH:21]=[CH:20][CH:19]=[CH:18][CH:17]=2)[CH:7]=1.[H][H]. The product is [CH3:1][N:2]([CH3:22])[CH2:3][CH2:4][O:5][C:6]1[CH:11]=[CH:10][C:9]([NH2:12])=[C:8]([O:15][C:16]2[CH:21]=[CH:20][CH:19]=[CH:18][CH:17]=2)[CH:7]=1. The yield is 1.00. The catalyst is C(OCC)(=O)C.[Pd]. (6) The reactants are [F:1][C:2]1[CH:7]=[CH:6][CH:5]=[CH:4][C:3]=1[C:8]1[NH:16][C:11]2[N:12]=[N:13][CH:14]=[CH:15][C:10]=2[CH:9]=1.[F:17][C:18]([F:47])([F:46])[C:19]1[CH:24]=[C:23]([C:25]([F:28])([F:27])[F:26])[CH:22]=[CH:21][C:20]=1[C:29]1[CH:33]=[C:32]([CH2:34]OS(C2C=CC(C)=CC=2)(=O)=O)[O:31][N:30]=1. No catalyst specified. The product is [F:47][C:18]([F:17])([F:46])[C:19]1[CH:24]=[C:23]([C:25]([F:28])([F:26])[F:27])[CH:22]=[CH:21][C:20]=1[C:29]1[CH:33]=[C:32]([CH2:34][N:13]2[CH:14]=[CH:15][C:10]3=[CH:9][C:8]([C:3]4[CH:4]=[CH:5][CH:6]=[CH:7][C:2]=4[F:1])=[N:16][C:11]3=[N:12]2)[O:31][N:30]=1. The yield is 0.210. (7) The reactants are [NH2:1][C:2]1[CH:7]=[C:6]([O:8][CH3:9])[C:5]([Br:10])=[CH:4][C:3]=1[CH2:11][OH:12]. The catalyst is C(Cl)Cl.[O-2].[Mn+4].[O-2]. The product is [NH2:1][C:2]1[CH:7]=[C:6]([O:8][CH3:9])[C:5]([Br:10])=[CH:4][C:3]=1[CH:11]=[O:12]. The yield is 0.670. (8) The reactants are Br[CH2:2][C:3]1[CH:20]=[CH:19][C:6]2/[C:7](=[CH:16]\[C:17]#[N:18])/[C:8]3[CH:15]=[CH:14][CH:13]=[CH:12][C:9]=3[O:10][CH2:11][C:5]=2[CH:4]=1.[CH3:21][C:22]1[C:30]2[NH:29][C:28]([CH2:31][CH2:32][CH3:33])=[N:27][C:26]=2[CH:25]=[CH:24][CH:23]=1. No catalyst specified. The product is [CH3:21][C:22]1[C:30]2[N:29]=[C:28]([CH2:31][CH2:32][CH3:33])[N:27]([CH2:2][C:3]3[CH:20]=[CH:19][C:6]4/[C:7](=[CH:16]\[C:17]#[N:18])/[C:8]5[CH:15]=[CH:14][CH:13]=[CH:12][C:9]=5[O:10][CH2:11][C:5]=4[CH:4]=3)[C:26]=2[CH:25]=[CH:24][CH:23]=1. The yield is 0.760. (9) The reactants are C[Si]([N-][Si](C)(C)C)(C)C.[K+].[NH2:11][C:12]1[CH:21]=[CH:20][C:19]([C:22]([C:24]2[N:32]3[C:27]([CH:28]=[CH:29][CH:30]=[CH:31]3)=[C:26]([OH:33])[C:25]=2[CH3:34])=[O:23])=[CH:18][C:13]=1[C:14]([O:16][CH3:17])=[O:15].[C:35]([O:39][C:40](=[O:51])[CH2:41][O:42][C:43]1[CH:48]=[CH:47][CH:46]=[C:45]([CH2:49]Br)[CH:44]=1)([CH3:38])([CH3:37])[CH3:36].S([O-])(O)(=O)=O.[K+]. The catalyst is O1CCCC1. The product is [NH2:11][C:12]1[CH:21]=[CH:20][C:19]([C:22]([C:24]2[N:32]3[C:27]([CH:28]=[CH:29][CH:30]=[CH:31]3)=[C:26]([O:33][CH2:49][C:45]3[CH:46]=[CH:47][CH:48]=[C:43]([O:42][CH2:41][C:40]([O:39][C:35]([CH3:38])([CH3:37])[CH3:36])=[O:51])[CH:44]=3)[C:25]=2[CH3:34])=[O:23])=[CH:18][C:13]=1[C:14]([O:16][CH3:17])=[O:15]. The yield is 0.610. (10) The yield is 0.470. The product is [Cl:5][C:6]1[C:7]([N:13]2[CH:17]([C:18]([O:20][CH2:21][CH3:22])=[O:19])[CH2:16][C:15](=[O:23])[NH:14]2)=[N:8][CH:9]=[C:10]([Cl:12])[CH:11]=1. The catalyst is O.C(O)C. The reactants are [O-]CC.[Na+].[Cl:5][C:6]1[C:7]([NH:13][NH2:14])=[N:8][CH:9]=[C:10]([Cl:12])[CH:11]=1.[C:15](OCC)(=[O:23])/[CH:16]=[CH:17]\[C:18]([O:20][CH2:21][CH3:22])=[O:19].C(O)(=O)C.